This data is from Forward reaction prediction with 1.9M reactions from USPTO patents (1976-2016). The task is: Predict the product of the given reaction. (1) Given the reactants [CH3:1][O:2][C:3]1[CH:8]=[CH:7][CH:6]=[CH:5][C:4]=1[C:9](=[NH:11])[NH2:10].C[O-].[Na+].[Cl:15][CH:16]([C:22](=O)[CH3:23])[C:17](OCC)=[O:18], predict the reaction product. The product is: [Cl:15][C:16]1[C:17](=[O:18])[N:11]=[C:9]([C:4]2[CH:5]=[CH:6][CH:7]=[CH:8][C:3]=2[O:2][CH3:1])[NH:10][C:22]=1[CH3:23]. (2) Given the reactants [N+:1]([C:4]1[CH:9]=[C:8]([C:10]([F:13])([F:12])[F:11])[CH:7]=[CH:6][C:5]=1[OH:14])([O-:3])=[O:2].[Br:15]Br, predict the reaction product. The product is: [Br:15][C:6]1[CH:7]=[C:8]([C:10]([F:11])([F:12])[F:13])[CH:9]=[C:4]([N+:1]([O-:3])=[O:2])[C:5]=1[OH:14]. (3) Given the reactants [CH3:1][C:2]1[CH:7]=[CH:6][C:5]([S:8]([O:11][CH2:12][C@H:13]([O:16][C:17]2[C:22](C=CC)=[CH:21][CH:20]=[C:19]([F:26])[C:18]=2[C:27]2[CH:32]=[CH:31][CH:30]=[CH:29][C:28]=2[Cl:33])[CH:14]=[CH2:15])(=[O:10])=[O:9])=[CH:4][CH:3]=1, predict the reaction product. The product is: [CH3:1][C:2]1[CH:7]=[CH:6][C:5]([S:8]([O:11][CH2:12][C@H:13]2[CH:14]=[CH:15][C:22]3[C:17](=[C:18]([C:27]4[CH:32]=[CH:31][CH:30]=[CH:29][C:28]=4[Cl:33])[C:19]([F:26])=[CH:20][CH:21]=3)[O:16]2)(=[O:9])=[O:10])=[CH:4][CH:3]=1. (4) Given the reactants [Cl:1][C:2]1[CH:7]=[C:6]([Cl:8])[CH:5]=[CH:4][C:3]=1[CH:9]1[CH:18]([C:19](=[O:29])[NH:20][CH2:21][CH2:22][C:23]2[CH:28]=[CH:27][CH:26]=[CH:25][CH:24]=2)[C:17]2[C:12](=[CH:13][CH:14]=[CH:15][CH:16]=2)[C:11](=[O:30])[N:10]1[CH2:31][CH2:32][NH:33]C(=O)OC(C)(C)C.Cl.C(OCC)(=O)C, predict the reaction product. The product is: [NH2:33][CH2:32][CH2:31][N:10]1[CH:9]([C:3]2[CH:4]=[CH:5][C:6]([Cl:8])=[CH:7][C:2]=2[Cl:1])[CH:18]([C:19]([NH:20][CH2:21][CH2:22][C:23]2[CH:28]=[CH:27][CH:26]=[CH:25][CH:24]=2)=[O:29])[C:17]2[C:12](=[CH:13][CH:14]=[CH:15][CH:16]=2)[C:11]1=[O:30].